Dataset: HIV replication inhibition screening data with 41,000+ compounds from the AIDS Antiviral Screen. Task: Binary Classification. Given a drug SMILES string, predict its activity (active/inactive) in a high-throughput screening assay against a specified biological target. (1) The molecule is O=C1CC(Cc2nn(-c3ccccc3)c3c2CCCC3)CC(=O)N1. The result is 0 (inactive). (2) The result is 0 (inactive). The drug is C1CSCCSCSCCS1. (3) The compound is O=c1c2ccc(Cl)cc2oc2c(CNc3ccc(S(=O)(=O)Nc4nccs4)cc3)cccc12. The result is 0 (inactive). (4) The compound is CCCCCCCCC=CCCCCCCCC(=O)OCC(COP(=O)(O)OCCNC(=O)CCC(=O)OCCC=C(c1cc(Cl)c(OC)c(C(=O)OC)c1)c1cc(Cl)c(OC)c(C(=O)OC)c1)OC(=O)CCCCCCCC=CCCCCCCCC. The result is 0 (inactive).